Dataset: Catalyst prediction with 721,799 reactions and 888 catalyst types from USPTO. Task: Predict which catalyst facilitates the given reaction. (1) Reactant: Cl[C:2]1[N:11]=[C:10]([NH:12][CH2:13][CH:14]([C:20]2[CH:21]=[N:22][CH:23]=[CH:24][CH:25]=2)[C:15]2[NH:16][CH:17]=[CH:18][CH:19]=2)[C:9]2[C:4](=[CH:5][CH:6]=[CH:7][CH:8]=2)[N:3]=1.[N:26]1[CH:27]=[CH:28][N:29]2[CH:34]=[C:33](B(O)O)[CH:32]=[CH:31][C:30]=12.C(NC1C2C(=CC=CC=2)N=C(C2SC3C=CC=CC=3C=2)N=1)(C1C=CC=CC=1)C1C=CC=CC=1. Product: [N:26]1[CH:27]=[CH:28][N:29]2[CH:34]=[C:33]([C:2]3[N:11]=[C:10]([NH:12][CH2:13][CH:14]([C:20]4[CH:21]=[N:22][CH:23]=[CH:24][CH:25]=4)[C:15]4[NH:16][CH:17]=[CH:18][CH:19]=4)[C:9]4[C:4](=[CH:5][CH:6]=[CH:7][CH:8]=4)[N:3]=3)[CH:32]=[CH:31][C:30]=12. The catalyst class is: 147. (2) Reactant: [NH2:1][C:2]1[CH:7]=[CH:6][C:5]([N:8]2[C:12]([CH3:13])=[CH:11][C:10]([C:14]([N:16]([CH2:21][CH2:22][CH2:23][CH3:24])[CH2:17][CH2:18][CH2:19][CH3:20])=[O:15])=[N:9]2)=[C:4]([C:25]([N:27]2[C@H:36]([CH2:37][O:38][Si:39]([C:42]([CH3:45])([CH3:44])[CH3:43])([CH3:41])[CH3:40])[CH2:35][C:34]3[C:29](=[CH:30][CH:31]=[CH:32][CH:33]=3)[CH2:28]2)=[O:26])[CH:3]=1.CCN(CC)CC.[C:53]1([S:59](Cl)(=[O:61])=[O:60])[CH:58]=[CH:57][CH:56]=[CH:55][CH:54]=1. Product: [CH2:17]([N:16]([CH2:21][CH2:22][CH2:23][CH3:24])[C:14]([C:10]1[CH:11]=[C:12]([CH3:13])[N:8]([C:5]2[CH:6]=[CH:7][C:2]([NH:1][S:59]([C:53]3[CH:58]=[CH:57][CH:56]=[CH:55][CH:54]=3)(=[O:61])=[O:60])=[CH:3][C:4]=2[C:25]([N:27]2[C@H:36]([CH2:37][O:38][Si:39]([C:42]([CH3:43])([CH3:45])[CH3:44])([CH3:41])[CH3:40])[CH2:35][C:34]3[C:29](=[CH:30][CH:31]=[CH:32][CH:33]=3)[CH2:28]2)=[O:26])[N:9]=1)=[O:15])[CH2:18][CH2:19][CH3:20]. The catalyst class is: 34. (3) Reactant: [F:1][C:2]1[CH:7]=[C:6]([N:8]2[CH2:13][CH2:12][O:11][CH2:10][CH2:9]2)[CH:5]=[CH:4][C:3]=1[CH2:14][N:15]1[CH2:20][CH2:19][N:18](C(OC(C)(C)C)=O)[C@@H:17]([CH3:28])[CH2:16]1.FC(F)(F)C(O)=O. Product: [F:1][C:2]1[CH:7]=[C:6]([N:8]2[CH2:13][CH2:12][O:11][CH2:10][CH2:9]2)[CH:5]=[CH:4][C:3]=1[CH2:14][N:15]1[CH2:20][CH2:19][NH:18][C@@H:17]([CH3:28])[CH2:16]1. The catalyst class is: 4. (4) Reactant: [Br:1][C:2]1[CH:7]=[CH:6][C:5]([F:8])=[CH:4][C:3]=1[OH:9].[C:10](=O)([O-])[O-].[K+].[K+].IC.O. Product: [Br:1][C:2]1[CH:7]=[CH:6][C:5]([F:8])=[CH:4][C:3]=1[O:9][CH3:10]. The catalyst class is: 9. (5) Reactant: C[O:2][C:3](=[O:15])[C:4]1[CH:9]=[CH:8][C:7]([N:10]2[CH2:14][CH2:13][CH2:12][CH2:11]2)=[CH:6][CH:5]=1.[OH-].[Na+]. Product: [N:10]1([C:7]2[CH:8]=[CH:9][C:4]([C:3]([OH:15])=[O:2])=[CH:5][CH:6]=2)[CH2:11][CH2:12][CH2:13][CH2:14]1. The catalyst class is: 24. (6) Reactant: C([O:8][C:9]1[CH:25]=[CH:24][C:12]([CH2:13][NH:14][C:15]2[C:20](Cl)=[C:19]([CH3:22])[N:18]=[C:17]([CH3:23])[N:16]=2)=[CH:11][C:10]=1[O:26][CH2:27][CH:28]1[CH2:30][CH2:29]1)C1C=CC=CC=1.[H][H]. Product: [CH:28]1([CH2:27][O:26][C:10]2[CH:11]=[C:12]([CH2:13][NH:14][C:15]3[CH:20]=[C:19]([CH3:22])[N:18]=[C:17]([CH3:23])[N:16]=3)[CH:24]=[CH:25][C:9]=2[OH:8])[CH2:30][CH2:29]1. The catalyst class is: 130. (7) Product: [CH2:14]([N:17]1[CH2:12][C:4]2[C:5](=[CH:10][CH:11]=[C:2]([Br:1])[CH:3]=2)[C:6]1=[O:8])[CH:15]=[CH2:16]. Reactant: [Br:1][C:2]1[CH:11]=[CH:10][C:5]([C:6]([O:8]C)=O)=[C:4]([CH2:12]Br)[CH:3]=1.[CH2:14]([NH2:17])[CH:15]=[CH2:16]. The catalyst class is: 2.